This data is from NCI-60 drug combinations with 297,098 pairs across 59 cell lines. The task is: Regression. Given two drug SMILES strings and cell line genomic features, predict the synergy score measuring deviation from expected non-interaction effect. (1) Drug 1: CN1C(=O)N2C=NC(=C2N=N1)C(=O)N. Drug 2: CC1=C2C(C(=O)C3(C(CC4C(C3C(C(C2(C)C)(CC1OC(=O)C(C(C5=CC=CC=C5)NC(=O)C6=CC=CC=C6)O)O)OC(=O)C7=CC=CC=C7)(CO4)OC(=O)C)O)C)OC(=O)C. Cell line: UO-31. Synergy scores: CSS=-0.234, Synergy_ZIP=-0.278, Synergy_Bliss=-0.444, Synergy_Loewe=-6.62, Synergy_HSA=-2.53. (2) Drug 1: C(=O)(N)NO. Drug 2: C1CCC(C(C1)N)N.C(=O)(C(=O)[O-])[O-].[Pt+4]. Cell line: HS 578T. Synergy scores: CSS=22.0, Synergy_ZIP=-3.69, Synergy_Bliss=-1.45, Synergy_Loewe=3.99, Synergy_HSA=4.49. (3) Drug 1: CC1OCC2C(O1)C(C(C(O2)OC3C4COC(=O)C4C(C5=CC6=C(C=C35)OCO6)C7=CC(=C(C(=C7)OC)O)OC)O)O. Drug 2: CC(C)CN1C=NC2=C1C3=CC=CC=C3N=C2N. Cell line: MCF7. Synergy scores: CSS=31.9, Synergy_ZIP=-1.18, Synergy_Bliss=3.05, Synergy_Loewe=-3.62, Synergy_HSA=1.28. (4) Drug 1: C1=CC(=CC=C1CC(C(=O)O)N)N(CCCl)CCCl.Cl. Drug 2: C1=CC=C(C(=C1)C(C2=CC=C(C=C2)Cl)C(Cl)Cl)Cl. Cell line: OVCAR-4. Synergy scores: CSS=-1.92, Synergy_ZIP=0.808, Synergy_Bliss=-0.571, Synergy_Loewe=-3.95, Synergy_HSA=-4.29. (5) Drug 1: C1=CC(=CC=C1CC(C(=O)O)N)N(CCCl)CCCl.Cl. Drug 2: CCC(=C(C1=CC=CC=C1)C2=CC=C(C=C2)OCCN(C)C)C3=CC=CC=C3.C(C(=O)O)C(CC(=O)O)(C(=O)O)O. Cell line: MDA-MB-231. Synergy scores: CSS=9.25, Synergy_ZIP=-2.72, Synergy_Bliss=-3.75, Synergy_Loewe=-9.67, Synergy_HSA=-4.66. (6) Drug 1: CCCCC(=O)OCC(=O)C1(CC(C2=C(C1)C(=C3C(=C2O)C(=O)C4=C(C3=O)C=CC=C4OC)O)OC5CC(C(C(O5)C)O)NC(=O)C(F)(F)F)O. Drug 2: C1=CN(C=N1)CC(O)(P(=O)(O)O)P(=O)(O)O. Cell line: SNB-75. Synergy scores: CSS=1.80, Synergy_ZIP=-1.19, Synergy_Bliss=-1.81, Synergy_Loewe=-45.1, Synergy_HSA=-1.59. (7) Drug 1: CC1=C(C=C(C=C1)NC(=O)C2=CC=C(C=C2)CN3CCN(CC3)C)NC4=NC=CC(=N4)C5=CN=CC=C5. Drug 2: C1CN(CCN1C(=O)CCBr)C(=O)CCBr. Cell line: HCT116. Synergy scores: CSS=44.1, Synergy_ZIP=-11.0, Synergy_Bliss=-0.785, Synergy_Loewe=3.43, Synergy_HSA=4.37.